Dataset: Reaction yield outcomes from USPTO patents with 853,638 reactions. Task: Predict the reaction yield, written as a fraction of the theoretical maximum amount of product (1.0 means a 100% yield; for example, 0.34 means a 34% yield). (1) The reactants are Cl.[N:2]1[CH:7]=[CH:6][CH:5]=[CH:4][C:3]=1[C:8]1[CH2:9][CH2:10][NH:11][CH2:12][CH:13]=1.C=O.[Cl:16][C:17]1[CH:18]=[C:19]([CH:23]=[CH:24][CH:25]=1)[C:20]([NH2:22])=[O:21].[C:26](=O)([O-])[O-].[K+].[K+]. The catalyst is C(O)C. The product is [Cl:16][C:17]1[CH:18]=[C:19]([CH:23]=[CH:24][CH:25]=1)[C:20]([NH:22][CH2:26][N:11]1[CH2:10][CH:9]=[C:8]([C:3]2[CH:4]=[CH:5][CH:6]=[CH:7][N:2]=2)[CH2:13][CH2:12]1)=[O:21]. The yield is 0.610. (2) The reactants are [CH2:1]([O:8][C:9]1[CH:14]=[CH:13][CH:12]=[C:11]([O:15][CH3:16])[C:10]=1[CH2:17][OH:18])[C:2]1[CH:7]=[CH:6][CH:5]=[CH:4][CH:3]=1.C[N+]1([O-])[CH2:25][CH2:24][O:23][CH2:22]C1. The catalyst is ClCCl.[Ru]([O-])(=O)(=O)=O.C([N+](CCC)(CCC)CCC)CC. The product is [CH2:1]([O:8][C:9]1[CH:14]=[CH:13][CH:12]=[C:11]([O:15][CH3:16])[C:10]=1[CH:17]([C:2]1[CH:1]=[CH:25][C:24]([O:23][CH3:22])=[CH:4][CH:3]=1)[OH:18])[C:2]1[CH:3]=[CH:4][CH:5]=[CH:6][CH:7]=1. The yield is 0.720. (3) The reactants are [C:1]([O:5][C:6]([N:8]([CH2:10][C:11]1[CH:12]=[C:13]([C:28]2[CH:33]=[CH:32][CH:31]=[CH:30][CH:29]=2)[N:14]([S:16]([C:19]2[CH:20]=[C:21]([CH:25]=[CH:26][CH:27]=2)[C:22]([OH:24])=O)(=[O:18])=[O:17])[CH:15]=1)[CH3:9])=[O:7])([CH3:4])([CH3:3])[CH3:2].[CH3:34][NH2:35].O1CCCC1. No catalyst specified. The product is [CH3:9][N:8]([CH2:10][C:11]1[CH:12]=[C:13]([C:28]2[CH:29]=[CH:30][CH:31]=[CH:32][CH:33]=2)[N:14]([S:16]([C:19]2[CH:27]=[CH:26][CH:25]=[C:21]([C:22]([NH:35][CH3:34])=[O:24])[CH:20]=2)(=[O:18])=[O:17])[CH:15]=1)[C:6](=[O:7])[O:5][C:1]([CH3:4])([CH3:2])[CH3:3]. The yield is 0.640. (4) The reactants are [CH:1]([C:3]1[CH:20]=[CH:19][CH:18]=[C:17]([CH3:21])[C:4]=1[C:5]([N:7]([CH2:11][C:12]([O:14][CH2:15][CH3:16])=[O:13])[CH:8]([CH3:10])[CH3:9])=[O:6])=O.C(=O)([O-])[O-].[Cs+].[Cs+]. The catalyst is CCO.C(OCC)(=O)C. The product is [CH:8]([N:7]1[C:11]([C:12]([O:14][CH2:15][CH3:16])=[O:13])=[CH:1][C:3]2[C:4](=[C:17]([CH3:21])[CH:18]=[CH:19][CH:20]=2)[C:5]1=[O:6])([CH3:10])[CH3:9]. The yield is 0.700. (5) The reactants are OC(C(F)(F)F)=O.[CH3:8][N:9]([CH3:29])[C@H:10]([C:22]1[CH:27]=[CH:26][CH:25]=[CH:24][C:23]=1[F:28])[C:11]([O:13][C@H](C1C=CC=CC=1)C)=[O:12]. The catalyst is C(O)C.[OH-].[OH-].[Pd+2]. The product is [CH3:8][N:9]([CH3:29])[C@H:10]([C:22]1[CH:27]=[CH:26][CH:25]=[CH:24][C:23]=1[F:28])[C:11]([OH:13])=[O:12]. The yield is 0.980. (6) The reactants are [CH3:1][O:2][C:3](=[O:13])[CH2:4][O:5][C:6]1[CH:11]=[CH:10][C:9]([NH2:12])=[CH:8][CH:7]=1.[CH2:14]([O:21][CH2:22][C:23](O)=[O:24])[C:15]1[CH:20]=[CH:19][CH:18]=[CH:17][CH:16]=1.C1(N=C=NC2CCCCC2)CCCCC1. The catalyst is ClCCl. The product is [CH3:1][O:2][C:3](=[O:13])[CH2:4][O:5][C:6]1[CH:11]=[CH:10][C:9]([NH:12][C:23](=[O:24])[CH2:22][O:21][CH2:14][C:15]2[CH:20]=[CH:19][CH:18]=[CH:17][CH:16]=2)=[CH:8][CH:7]=1. The yield is 0.689. (7) The reactants are C([N:9]1[C:17]2[C:12](=[C:13]3[CH:20]([CH2:21][Cl:22])[CH2:19][N:18]([C:23]([O:25]C(C)(C)C)=O)[C:14]3=[CH:15][CH:16]=2)[CH:11]=[C:10]1[C:30]([O:32][CH2:33][CH3:34])=[O:31])(=O)C1C=CC=CC=1.Cl.C(Cl)CCl.[CH3:40][O:41][C:42]1[CH:43]=[C:44]2[C:48](=[CH:49][CH:50]=1)[NH:47][C:46](C(O)=O)=[CH:45]2. The catalyst is C(OCC)(=O)C. The product is [Cl:22][CH2:21][CH:20]1[C:13]2=[C:12]3[C:17](=[CH:16][CH:15]=[C:14]2[N:18]([C:23]([C:46]2[NH:47][C:48]4[C:44]([CH:45]=2)=[CH:43][C:42]([O:41][CH3:40])=[CH:50][CH:49]=4)=[O:25])[CH2:19]1)[NH:9][C:10]([C:30]([O:32][CH2:33][CH3:34])=[O:31])=[CH:11]3. The yield is 0.860. (8) The reactants are Br[C:2]1[CH:3]=[C:4]2[C:8](=[CH:9][CH:10]=1)[N:7]([Si:11]([CH:18]([CH3:20])[CH3:19])([CH:15]([CH3:17])[CH3:16])[CH:12]([CH3:14])[CH3:13])[CH:6]=[CH:5]2.C([Li])(C)(C)C.C[O:27][C:28]([C@:30]1([CH2:42][C:43]2[CH:48]=[CH:47][CH:46]=[CH:45][CH:44]=2)[CH2:34][CH2:33][CH2:32][N:31]1[C:35]([O:37][C:38]([CH3:41])([CH3:40])[CH3:39])=[O:36])=O. The catalyst is C1COCC1. The product is [C:38]([O:37][C:35]([N:31]1[CH2:32][CH2:33][CH2:34][C:30]1([CH2:42][C:43]1[CH:44]=[CH:45][CH:46]=[CH:47][CH:48]=1)[C:28]([C:2]1[CH:3]=[C:4]2[C:8](=[CH:9][CH:10]=1)[N:7]([Si:11]([CH:15]([CH3:16])[CH3:17])([CH:18]([CH3:19])[CH3:20])[CH:12]([CH3:13])[CH3:14])[CH:6]=[CH:5]2)=[O:27])=[O:36])([CH3:41])([CH3:39])[CH3:40]. The yield is 0.160. (9) The reactants are [C:1]([O:5][C:6](=[O:35])[NH:7][CH2:8][C@H:9]1[CH2:14][CH2:13][C@H:12]([CH2:15][NH:16][C:17]2[C:22]([N+:23]([O-:25])=[O:24])=[CH:21][N:20]=[C:19]([NH:26][CH2:27][C:28]3[CH:33]=[CH:32][CH:31]=[C:30](Br)[CH:29]=3)[N:18]=2)[CH2:11][CH2:10]1)([CH3:4])([CH3:3])[CH3:2].Cl.[NH2:37][CH2:38][C:39]1[CH:40]=[C:41](B(O)O)[CH:42]=[CH:43][CH:44]=1.C(=O)([O-])[O-].[Na+].[Na+].C(COC)OC. The catalyst is C1C=CC([P]([Pd]([P](C2C=CC=CC=2)(C2C=CC=CC=2)C2C=CC=CC=2)([P](C2C=CC=CC=2)(C2C=CC=CC=2)C2C=CC=CC=2)[P](C2C=CC=CC=2)(C2C=CC=CC=2)C2C=CC=CC=2)(C2C=CC=CC=2)C2C=CC=CC=2)=CC=1.O. The product is [C:1]([O:5][C:6](=[O:35])[NH:7][CH2:8][C@H:9]1[CH2:14][CH2:13][C@H:12]([CH2:15][NH:16][C:17]2[C:22]([N+:23]([O-:25])=[O:24])=[CH:21][N:20]=[C:19]([NH:26][CH2:27][C:28]3[CH:29]=[C:30]([C:43]4[CH:42]=[CH:41][CH:40]=[C:39]([CH2:38][NH2:37])[CH:44]=4)[CH:31]=[CH:32][CH:33]=3)[N:18]=2)[CH2:11][CH2:10]1)([CH3:4])([CH3:3])[CH3:2]. The yield is 0.400. (10) The reactants are [OH:1][N:2]=[C:3](Cl)[C:4]1[CH:9]=[CH:8][C:7]([O:10][C:11]([F:14])([F:13])[F:12])=[CH:6][CH:5]=1.[C:16]([O:20][CH3:21])(=[O:19])[C:17]#[CH:18].CCN(CC)CC. The catalyst is C1(C)C=CC=CC=1.CCOC(C)=O. The product is [F:12][C:11]([F:14])([F:13])[O:10][C:7]1[CH:8]=[CH:9][C:4]([C:3]2[CH:18]=[C:17]([C:16]([O:20][CH3:21])=[O:19])[O:1][N:2]=2)=[CH:5][CH:6]=1. The yield is 0.770.